From a dataset of Forward reaction prediction with 1.9M reactions from USPTO patents (1976-2016). Predict the product of the given reaction. (1) Given the reactants [NH2:1][C:2]1[CH:7]=[C:6]([Br:8])[CH:5]=[CH:4][C:3]=1[NH:9][CH2:10][CH2:11][C:12]1(O)[CH2:17][CH2:16][CH2:15][CH2:14]C1.[C:19](Cl)(=O)[C:20]([CH3:23])([CH3:22])[CH3:21].O.C1(C)C=CC(S(O)(=O)=[O:34])=CC=1.C(=O)([O-])O.[Na+], predict the reaction product. The product is: [Br:8][C:6]1[CH:5]=[CH:4][C:3]2[N:9]([CH2:10][C:11]3([OH:34])[CH2:12][CH2:17][CH2:16][CH2:15][CH2:14]3)[C:19]([C:20]([CH3:23])([CH3:22])[CH3:21])=[N:1][C:2]=2[CH:7]=1. (2) Given the reactants C(=O)([O-])[O-].[Cs+].[Cs+].Br[CH:8]([C:13]1[CH:18]=[CH:17][CH:16]=[CH:15][CH:14]=1)[C:9]([O:11][CH3:12])=[O:10].[CH3:19][C:20]1[O:24][N:23]=[C:22]([C:25]2[CH:26]=[C:27]([OH:31])[CH:28]=[CH:29][CH:30]=2)[N:21]=1, predict the reaction product. The product is: [CH3:19][C:20]1[O:24][N:23]=[C:22]([C:25]2[CH:26]=[C:27]([CH:28]=[CH:29][CH:30]=2)[O:31][CH:8]([C:13]2[CH:18]=[CH:17][CH:16]=[CH:15][CH:14]=2)[C:9]([O:11][CH3:12])=[O:10])[N:21]=1. (3) Given the reactants [Cl:1][C:2]1[CH:3]=[CH:4][C:5]([N:15]2[CH:19]=[C:18]([Cl:20])[N:17]=[N:16]2)=[C:6]([C:8]2[N:13]=[CH:12][N:11]=[C:10]([OH:14])[CH:9]=2)[CH:7]=1.CN(C(ON1N=NC2C=CC=NC1=2)=[N+](C)C)C.F[P-](F)(F)(F)(F)F.C1CCN2C(=NCCC2)CC1.N[C@@H:57]1[C:73]2[CH:74]=[C:69]([CH:70]=[CH:71][N:72]=2)[C:68]2[N:67]([CH:75]([F:77])[F:76])[N:66]=[CH:65][C:64]=2[NH:63][C:62](=[O:78])[C@H:61]([CH3:79])[CH2:60][CH2:59][CH2:58]1, predict the reaction product. The product is: [Cl:1][C:2]1[CH:3]=[CH:4][C:5]([N:15]2[CH:19]=[C:18]([Cl:20])[N:17]=[N:16]2)=[C:6]([C:8]2[N:13]=[CH:12][N:11]([C@@H:57]3[C:73]4[CH:74]=[C:69]([CH:70]=[CH:71][N:72]=4)[C:68]4[N:67]([CH:75]([F:76])[F:77])[N:66]=[CH:65][C:64]=4[NH:63][C:62](=[O:78])[C@H:61]([CH3:79])[CH2:60][CH2:59][CH2:58]3)[C:10](=[O:14])[CH:9]=2)[CH:7]=1.